From a dataset of Catalyst prediction with 721,799 reactions and 888 catalyst types from USPTO. Predict which catalyst facilitates the given reaction. (1) Reactant: [CH3:1][O:2][C:3]1[C:8]([C:9]([O:16]CC)=[CH:10][C:11]([O:13][CH2:14][CH3:15])=[O:12])=[CH:7][CH:6]=[C:5]([O:19][CH3:20])[N:4]=1.Cl.C(=O)(O)[O-].[Na+]. Product: [CH3:1][O:2][C:3]1[C:8]([C:9](=[O:16])[CH2:10][C:11]([O:13][CH2:14][CH3:15])=[O:12])=[CH:7][CH:6]=[C:5]([O:19][CH3:20])[N:4]=1. The catalyst class is: 2. (2) Reactant: [CH3:1][C:2]1[CH:7]=[C:6]([CH3:8])[CH:5]=[C:4]([CH3:9])[C:3]=1[C:10]1[CH:15]=[CH:14][CH:13]=[C:12]([CH:16]=[O:17])[CH:11]=1.[BH4-].[Na+].C(O)(=O)CC(CC(O)=O)(C(O)=O)O. Product: [CH3:9][C:4]1[CH:5]=[C:6]([CH3:8])[CH:7]=[C:2]([CH3:1])[C:3]=1[C:10]1[CH:15]=[CH:14][CH:13]=[C:12]([CH2:16][OH:17])[CH:11]=1. The catalyst class is: 8. (3) Reactant: [Br:1][C:2]1[CH:10]=[CH:9][C:5]([C:6]([OH:8])=O)=[C:4]([CH3:11])[CH:3]=1.[NH:12]([C:14]([O:16][C:17]([CH3:20])([CH3:19])[CH3:18])=[O:15])[NH2:13].C(Cl)CCl.C1C=NC2N(O)N=NC=2C=1.CCN(C(C)C)C(C)C. Product: [Br:1][C:2]1[CH:10]=[CH:9][C:5]([C:6]([NH:13][NH:12][C:14]([O:16][C:17]([CH3:20])([CH3:19])[CH3:18])=[O:15])=[O:8])=[C:4]([CH3:11])[CH:3]=1. The catalyst class is: 18. (4) The catalyst class is: 2. Product: [O:42]1[CH2:43][CH2:44][N:39]([CH2:38][CH2:37][C:31]2([CH2:30][CH2:29][N:26]3[CH2:27][CH2:28][CH:23]([N:22]([C:19]4[CH:20]=[CH:21][C:16]([CH3:45])=[CH:17][CH:18]=4)[C:13]([C:9]4[O:8][CH:12]=[CH:11][CH:10]=4)=[O:14])[CH2:24][CH2:25]3)[CH2:32][CH2:33][CH2:34][CH2:35][CH2:36]2)[CH2:40][CH2:41]1. Reactant: C(N(CC)CC)C.[O:8]1[CH:12]=[CH:11][CH:10]=[C:9]1[C:13](Cl)=[O:14].[C:16]1([CH3:45])[CH:21]=[CH:20][C:19]([NH:22][CH:23]2[CH2:28][CH2:27][N:26]([CH2:29][CH2:30][C:31]3([CH2:37][CH2:38][N:39]4[CH2:44][CH2:43][O:42][CH2:41][CH2:40]4)[CH2:36][CH2:35][CH2:34][CH2:33][CH2:32]3)[CH2:25][CH2:24]2)=[CH:18][CH:17]=1. (5) Reactant: [CH2:1]([C@@H:8]1[CH2:12][O:11][C:10](=[O:13])[N:9]1[C:14](=[O:19])[CH2:15][CH2:16][CH:17]=[CH2:18])[C:2]1[CH:7]=[CH:6][CH:5]=[CH:4][CH:3]=1.[Li+].C[Si]([N-][Si](C)(C)C)(C)C.Br[CH2:31][C:32]1[C:37]([Cl:38])=[CH:36][C:35]([O:39][CH2:40][C:41]2[CH:46]=[CH:45][CH:44]=[CH:43][CH:42]=2)=[CH:34][C:33]=1[Cl:47]. Product: [CH2:1]([C@@H:8]1[CH2:12][O:11][C:10](=[O:13])[N:9]1[C:14](=[O:19])[C@H:15]([CH2:31][C:32]1[C:33]([Cl:47])=[CH:34][C:35]([O:39][CH2:40][C:41]2[CH:42]=[CH:43][CH:44]=[CH:45][CH:46]=2)=[CH:36][C:37]=1[Cl:38])[CH2:16][CH:17]=[CH2:18])[C:2]1[CH:3]=[CH:4][CH:5]=[CH:6][CH:7]=1. The catalyst class is: 1. (6) Reactant: C([O:3][C:4]([C:6]1[S:10][C:9]([C:11]2[CH:15]=[C:14]([CH3:16])[N:13]([CH2:17][CH2:18][C:19]3[CH:24]=[CH:23][C:22]([F:25])=[CH:21][CH:20]=3)[N:12]=2)=[N:8][C:7]=1[CH3:26])=[O:5])C.[OH-].[Na+]. Product: [F:25][C:22]1[CH:23]=[CH:24][C:19]([CH2:18][CH2:17][N:13]2[C:14]([CH3:16])=[CH:15][C:11]([C:9]3[S:10][C:6]([C:4]([OH:5])=[O:3])=[C:7]([CH3:26])[N:8]=3)=[N:12]2)=[CH:20][CH:21]=1. The catalyst class is: 30. (7) Reactant: [N+:1]([C:4]1[CH:9]=[CH:8][C:7]([C:10]2[CH:11]=[CH:12][C:13]([CH:16](O)[CH3:17])=[N:14][CH:15]=2)=[CH:6][CH:5]=1)([O-:3])=[O:2].P(Br)(Br)[Br:20]. Product: [Br:20][CH:16]([C:13]1[CH:12]=[CH:11][C:10]([C:7]2[CH:8]=[CH:9][C:4]([N+:1]([O-:3])=[O:2])=[CH:5][CH:6]=2)=[CH:15][N:14]=1)[CH3:17]. The catalyst class is: 22. (8) Reactant: Cl[C:2]1[N:3]=[C:4]([N:15]2[CH2:20][CH2:19][O:18][CH2:17][CH2:16]2)[C:5]2[S:10][C:9]([C:11]([NH2:14])([CH3:13])[CH3:12])=[CH:8][C:6]=2[N:7]=1.CCN(CC)CC.[C:28](Cl)(=[O:35])[C:29]1[CH:34]=[CH:33][CH:32]=[CH:31][CH:30]=1.CC1(C)C(C)(C)OB([C:45]2[CH:46]=[N:47][C:48]([NH2:51])=[N:49][CH:50]=2)O1. Product: [NH2:51][C:48]1[N:49]=[CH:50][C:45]([C:2]2[N:3]=[C:4]([N:15]3[CH2:20][CH2:19][O:18][CH2:17][CH2:16]3)[C:5]3[S:10][C:9]([C:11]([NH:14][C:28](=[O:35])[C:29]4[CH:34]=[CH:33][CH:32]=[CH:31][CH:30]=4)([CH3:13])[CH3:12])=[CH:8][C:6]=3[N:7]=2)=[CH:46][N:47]=1. The catalyst class is: 473. (9) Reactant: [CH:1]1([CH2:6][C@H:7]([CH2:33][N:34]([CH:43]=[O:44])[O:35]CC2C=CC=CC=2)[C:8]([N:10]2[C@H:14]([C:15]([NH:17][C:18]3[NH:19][CH:20]=[CH:21][N:22]=3)=[O:16])[CH2:13][CH2:12][N:11]2C(OCC2C=CC=CC=2)=O)=[O:9])[CH2:5][CH2:4][CH2:3][CH2:2]1. Product: [CH:1]1([CH2:6][C@H:7]([CH2:33][N:34]([CH:43]=[O:44])[OH:35])[C:8]([N:10]2[C@H:14]([C:15]([NH:17][C:18]3[NH:22][CH:21]=[CH:20][N:19]=3)=[O:16])[CH2:13][CH2:12][NH:11]2)=[O:9])[CH2:2][CH2:3][CH2:4][CH2:5]1. The catalyst class is: 105. (10) Reactant: [N:1]1([C:6]2[C:15]3[C:10](=[N:11][C:12](Cl)=[C:13]([Cl:16])[N:14]=3)[N:9]=[C:8](Cl)[N:7]=2)[CH2:5][CH2:4][CH2:3][CH2:2]1.[OH:19][CH:20]1[CH2:25][CH2:24][NH:23][CH2:22][CH2:21]1.C(N(C(C)C)CC)(C)C.[NH:35]1[CH2:40][CH2:39][NH:38][CH2:37][CH2:36]1. Product: [Cl:16][C:13]1[N:14]=[C:15]2[C:10](=[N:11][C:12]=1[N:23]1[CH2:24][CH2:25][CH:20]([OH:19])[CH2:21][CH2:22]1)[N:9]=[C:8]([N:35]1[CH2:40][CH2:39][NH:38][CH2:37][CH2:36]1)[N:7]=[C:6]2[N:1]1[CH2:5][CH2:4][CH2:3][CH2:2]1. The catalyst class is: 12.